From a dataset of Full USPTO retrosynthesis dataset with 1.9M reactions from patents (1976-2016). Predict the reactants needed to synthesize the given product. (1) The reactants are: [Br:1][C:2]1[CH:25]=[CH:24][C:5]2[C:6]3[N:7]=[C:8]([C:14]4[N:15]([CH2:19][C:20]([F:23])([F:22])[F:21])[N:16]=[CH:17][N:18]=4)[S:9][C:10]=3[CH2:11][CH2:12][O:13][C:4]=2[CH:3]=1.Br[C:27]1C=CC2C3N=C(C(N)=O)SC=3CCOC=2C=1.FC(F)(F)C(NN)C. Given the product [Br:1][C:2]1[CH:25]=[CH:24][C:5]2[C:6]3[N:7]=[C:8]([C:14]4[N:15]([CH:19]([CH3:27])[C:20]([F:23])([F:21])[F:22])[N:16]=[CH:17][N:18]=4)[S:9][C:10]=3[CH2:11][CH2:12][O:13][C:4]=2[CH:3]=1, predict the reactants needed to synthesize it. (2) Given the product [NH2:31][C:32]1[C:37]([Cl:38])=[CH:36][C:35]([S:39]([NH:8][C@@H:9]([C:18]([N:22]2[CH2:23][CH2:24][C@H:25]3[C@H:30]([CH2:29][CH2:28][CH2:27][CH2:26]3)[CH2:21]2)=[O:20])[CH2:10][CH2:11][C:12]2[CH:13]=[CH:14][CH:15]=[CH:16][CH:17]=2)(=[O:41])=[O:40])=[CH:34][C:33]=1[Cl:43], predict the reactants needed to synthesize it. The reactants are: C([NH:8][C@@H:9]([C:18]([OH:20])=O)[CH2:10][CH2:11][C:12]1[CH:17]=[CH:16][CH:15]=[CH:14][CH:13]=1)(OC(C)(C)C)=O.[CH2:21]1[C@@H:30]2[C@@H:25]([CH2:26][CH2:27][CH2:28][CH2:29]2)[CH2:24][CH2:23][NH:22]1.[NH2:31][C:32]1[C:37]([Cl:38])=[CH:36][C:35]([S:39](Cl)(=[O:41])=[O:40])=[CH:34][C:33]=1[Cl:43].